Dataset: Choline transporter screen with 302,306 compounds. Task: Binary Classification. Given a drug SMILES string, predict its activity (active/inactive) in a high-throughput screening assay against a specified biological target. (1) The compound is S(=O)(=O)(Nc1noc(c1)C)c1ccc(NC(=O)Nc2cc3OCOc3cc2)cc1. The result is 0 (inactive). (2) The compound is Clc1cc(CNC(=O)c2nc3c(cc2)cccc3)ccc1. The result is 0 (inactive).